This data is from Experimentally validated miRNA-target interactions with 360,000+ pairs, plus equal number of negative samples. The task is: Binary Classification. Given a miRNA mature sequence and a target amino acid sequence, predict their likelihood of interaction. (1) The miRNA is hsa-miR-544a with sequence AUUCUGCAUUUUUAGCAAGUUC. The protein sequence of the target gene is MMLGPEGGEGFVVKLRGLPWSCSVEDVQNFLSDCTIHDGAAGVHFIYTREGRQSGEAFVELGSEDDVKMALKKDRESMGHRYIEVFKSHRTEMDWVLKHSGPNSADSANDGFVRLRGLPFGCTKEEIVQFFSGLEIVPNGITLPVDPEGKITGEAFVQFASQELAEKALGKHKERIGHRYIEVFKSSQEEVRSYSDPPLKFMSVQRPGPYDRPGTARRYIGIVKQAGLERMRPGAYSTGYGGYEEYSGLSDGYGFTTDLFGRDLSYCLSGMYDHRYGDSEFTVQSTTGHCVHMRGLPYKA.... Result: 0 (no interaction). (2) The miRNA is cel-miR-354-3p with sequence ACCUUGUUUGUUGCUGCUCCU. The protein sequence of the target gene is MESLSPGGPPGHPYQGEASTCWQLTVRVLEARNLRWADLLSEADPYVILQLSTAPGMKFKTKTLTDTSHPVWNEAFRFLIQSQVKNVLELSIYDEDSVTEDDICFKVLYDISEVLPGKLLRKTFSQSPQGEEELDVEFLMEETSDRPENLITNKVIVARELSCLDVHLDSTGSTAVVADQDKLELELVLKGSYEDTQTSFLGTASAFRFHYMAALETELSGRLRSSRSNGWNGDNSAGYLTVPLRPLTIGKEVTMDVPAPNAPGVRLQLKAEGCPEELAVHLGFNLCAEEQAFLSRRKQV.... Result: 0 (no interaction). (3) The miRNA is hsa-miR-6864-3p with sequence GUGAGACUUCUCUCCCUUCAG. The protein sequence of the target gene is MSQKSWIESTLTKRECVYIIPSSKDPHRCLPGCQICQQLVRCFCGRLVKQHACFTASLAMKYSDVKLGDHFNQAIEEWSVEKHTEQSPTDAYGVINFQGGSHSYRAKYVRLSYDTKPEVILQLLLKEWQMELPKLVISVHGGMQKFELHPRIKQLLGKGLIKAAVTTGAWILTGGVNTGVAKHVGDALKEHASRSSRKICTIGIAPWGVIENRNDLVGRDVVAPYQTLLNPLSKLNVLNNLHSHFILVDDGTVGKYGAEVRLRRELEKTINQQRIHARIGQGVPVVALIFEGGPNVILTV.... Result: 1 (interaction). (4) The miRNA is hsa-miR-6842-5p with sequence UGGGGGUGGUCUCUAGCCAAGG. The protein sequence of the target gene is MALTAHPSCLLALLVAGLAQGIRGPLRAQDLGPQPLELKEAFKLFQIQFNRSYLSPEEHAHRLDIFAHNLAQAQRLQEEDLGTAEFGVTPFSDLTEEEFGQLYGYRRAAGGVPSMGREIRSEEPEESVPFSCDWRKVASAISPIKDQKNCNCCWAMAAAGNIETLWRISFWDFVDVSVQELLDCGRCGDGCHGGFVWDAFITVLNNSGLASEKDYPFQGKVRAHRCHPKKYQKVAWIQDFIMLQNNEHRIAQYLATYGPITVTINMKPLQLYRKGVIKATPTTCDPQLVDHSVLLVGFGS.... Result: 0 (no interaction). (5) The protein sequence of the target gene is MEVHDFETDEFNDFNEDDYATREFLNPDERMTYLNHADYNLNSPLISDDIDNLIRKFNSLPIPSMWDSKNWDGVLEMLTSCQANPISTSQMHKWMGSWLMSDNHDASQGYSFLHEVDKEAEITFDVVETFIRGWGNKPIEYIKKERWTDSFKILAYLCQKFLDLHKLTLILNAVSEVELLNLARTFKGKVRRSSHGTNICRIRVPSLGPTFISEGWAYFKKLDILMDPNFLLMVKDVIIGRMQTVLSMVCRIDNLFSEQDIFSLLNIYRIGDKIVERQGNFSYDLIKMVEPICNLKLMKL.... Result: 0 (no interaction). The miRNA is hsa-miR-374c-3p with sequence CACUUAGCAGGUUGUAUUAUAU. (6) The miRNA is mmu-miR-1197-3p with sequence UAGGACACAUGGUCUACUUCU. The protein sequence of the target gene is MEETIKDPPTSAVLLDHCHFSQVIFNSVEKFYIPGGDVTCHYTFTQHFIPRRKDWIGIFRVGWKTTREYYTFMWVTLPIDLNNKSAKQQEVQFKAYYLPKDDEYYQFCYVDEDGVVRGASIPFQFRPENEEDILVVTTQGEVEEIEQHNKELCKENQELKDSCISLQKQNSDMQAELQKKQEELETLQSINKKLELKVKEQKDYWETELLQLKEQNQKMSSENEKMGIRVDQLQAQLSTQEKEMEKLVQGDQDKTEQLEQLKKENDHLFLSLTEQRKDQKKLEQTVEQMKQNETTAMKKQ.... Result: 0 (no interaction). (7) The miRNA is hsa-miR-1233-5p with sequence AGUGGGAGGCCAGGGCACGGCA. The protein sequence of the target gene is MCVCQTMEVGQYGKNASRAGDRGVLLEPFIHQVGGHSSMMRYDDHTVCKPLISREQRFYESLPPEMKEFTPEYKGVVSVCFEGDSDGYINLVAYPYVESETVEQDDTTEREQPRRKHSRRSLHRSGSGSDHKEEKASLSLETSESSQEAKSPKVELHSHSEVPFQMLDGNSGLSSEKISHNPWSLRCHKQQLSRMRSESKDRKLYKFLLLENVVHHFKYPCVLDLKMGTRQHGDDASAEKAARQMRKCEQSTSATLGVRVCGMQVYQLDTGHYLCRNKYYGRGLSIEGFRNALYQYLHNG.... Result: 1 (interaction).